Dataset: Full USPTO retrosynthesis dataset with 1.9M reactions from patents (1976-2016). Task: Predict the reactants needed to synthesize the given product. Given the product [Cl:34][C:28]1[CH:29]=[CH:30][CH:31]=[C:32]([Cl:33])[C:27]=1[NH:26][C:19]1[CH:18]=[CH:17][CH:16]=[CH:21][C:20]=1[CH2:22][C:23]([O:25][CH:36]1[CH2:37][O:38][CH:39]([C:41]2[CH:42]=[CH:43][CH:44]=[CH:45][CH:46]=2)[O:40][CH2:35]1)=[O:24], predict the reactants needed to synthesize it. The reactants are: C1CCC(N=C=NC2CCCCC2)CC1.[CH:16]1[CH:17]=[CH:18][C:19]([NH:26][C:27]2[C:28]([Cl:34])=[CH:29][CH:30]=[CH:31][C:32]=2[Cl:33])=[C:20]([CH2:22][C:23]([OH:25])=[O:24])[CH:21]=1.[CH2:35]1[O:40][CH:39]([C:41]2[CH:46]=[CH:45][CH:44]=[CH:43][CH:42]=2)[O:38][CH2:37][CH:36]1O.